From a dataset of Forward reaction prediction with 1.9M reactions from USPTO patents (1976-2016). Predict the product of the given reaction. Given the reactants [C:1]([NH:4][C:5]1[CH:10]=[CH:9][C:8]([S:11](Cl)(=[O:13])=[O:12])=[CH:7][CH:6]=1)(=[O:3])[CH3:2].[NH:15]1[CH2:20][CH2:19][CH2:18][CH2:17][CH:16]1[C:21]1[CH:22]=[N:23][CH:24]=[CH:25][CH:26]=1, predict the reaction product. The product is: [N:23]1[CH:24]=[CH:25][CH:26]=[C:21]([CH:16]2[CH2:17][CH2:18][CH2:19][CH2:20][N:15]2[S:11]([C:8]2[CH:9]=[CH:10][C:5]([NH:4][C:1](=[O:3])[CH3:2])=[CH:6][CH:7]=2)(=[O:13])=[O:12])[CH:22]=1.